This data is from NCI-60 drug combinations with 297,098 pairs across 59 cell lines. The task is: Regression. Given two drug SMILES strings and cell line genomic features, predict the synergy score measuring deviation from expected non-interaction effect. (1) Drug 1: COC1=CC(=CC(=C1O)OC)C2C3C(COC3=O)C(C4=CC5=C(C=C24)OCO5)OC6C(C(C7C(O6)COC(O7)C8=CC=CS8)O)O. Drug 2: CCCS(=O)(=O)NC1=C(C(=C(C=C1)F)C(=O)C2=CNC3=C2C=C(C=N3)C4=CC=C(C=C4)Cl)F. Cell line: NCI/ADR-RES. Synergy scores: CSS=1.80, Synergy_ZIP=0.384, Synergy_Bliss=-0.0448, Synergy_Loewe=-1.70, Synergy_HSA=-1.19. (2) Drug 1: C1=NC2=C(N1)C(=S)N=C(N2)N. Drug 2: CC1=C2C(C(=O)C3(C(CC4C(C3C(C(C2(C)C)(CC1OC(=O)C(C(C5=CC=CC=C5)NC(=O)OC(C)(C)C)O)O)OC(=O)C6=CC=CC=C6)(CO4)OC(=O)C)O)C)O. Cell line: OVCAR-8. Synergy scores: CSS=25.5, Synergy_ZIP=-4.26, Synergy_Bliss=-5.32, Synergy_Loewe=-17.0, Synergy_HSA=-3.53. (3) Drug 1: C1CN1C2=NC(=NC(=N2)N3CC3)N4CC4. Drug 2: CC(C)CN1C=NC2=C1C3=CC=CC=C3N=C2N. Cell line: A549. Synergy scores: CSS=44.4, Synergy_ZIP=5.08, Synergy_Bliss=5.16, Synergy_Loewe=3.01, Synergy_HSA=4.62. (4) Drug 1: CC12CCC3C(C1CCC2NC(=O)OCC(F)(F)F)CCC4C3(C=CC(=O)N4C)C. Drug 2: C1=CC(=C(C=C1I)F)NC2=C(C=CC(=C2F)F)C(=O)NOCC(CO)O. Cell line: HT29. Synergy scores: CSS=54.2, Synergy_ZIP=-0.156, Synergy_Bliss=-1.79, Synergy_Loewe=-16.8, Synergy_HSA=-0.663. (5) Cell line: CAKI-1. Drug 2: C1C(C(OC1N2C=NC3=C2NC=NCC3O)CO)O. Synergy scores: CSS=-0.199, Synergy_ZIP=-0.951, Synergy_Bliss=-2.32, Synergy_Loewe=-6.06, Synergy_HSA=-5.24. Drug 1: COC1=C2C(=CC3=C1OC=C3)C=CC(=O)O2.